From a dataset of Catalyst prediction with 721,799 reactions and 888 catalyst types from USPTO. Predict which catalyst facilitates the given reaction. (1) Reactant: [O:1]=[C:2]1[CH2:7][CH2:6][CH2:5][CH2:4][N:3]1[C:8]1[CH:9]=[C:10]([CH:15]=[CH:16][CH:17]=1)[C:11]([O:13]C)=[O:12].O.O.[OH-].[Li+].C(O)(=O)CC(CC(O)=O)(C(O)=O)O. Product: [O:1]=[C:2]1[CH2:7][CH2:6][CH2:5][CH2:4][N:3]1[C:8]1[CH:9]=[C:10]([CH:15]=[CH:16][CH:17]=1)[C:11]([OH:13])=[O:12]. The catalyst class is: 1. (2) Reactant: Cl.[CH3:2][O:3][C:4]1[C:9]2[N:10]=[C:11]([C:13]3[NH:22][C:16]4[CH2:17][CH2:18][NH:19][CH2:20][CH2:21][C:15]=4[N:14]=3)[S:12][C:8]=2[C:7]([N:23]2[CH2:28][CH2:27][O:26][CH2:25][CH2:24]2)=[CH:6][CH:5]=1.C(N(C(C)C)C(C)C)C.[CH3:38][O:39][CH2:40][C:41](Cl)=[O:42]. Product: [CH3:38][O:39][CH2:40][C:41]([N:19]1[CH2:20][CH2:21][C:15]2[N:14]=[C:13]([C:11]3[S:12][C:8]4[C:7]([N:23]5[CH2:24][CH2:25][O:26][CH2:27][CH2:28]5)=[CH:6][CH:5]=[C:4]([O:3][CH3:2])[C:9]=4[N:10]=3)[NH:22][C:16]=2[CH2:17][CH2:18]1)=[O:42]. The catalyst class is: 7. (3) Reactant: [Cl:1][C:2]1[CH:3]=[CH:4][N:5]2[C:10]=1[C:9](=[O:11])[N:8]([C:12]1[CH:17]=[CH:16][CH:15]=[CH:14][CH:13]=1)[C:7]([C@H:18]1[N:22]([C:23]3[N:31]=[CH:30][N:29]=[C:28]4[C:24]=3[N:25]=[CH:26][N:27]4C3CCCCO3)[CH2:21][C@H:20]([C:38]#[N:39])[CH2:19]1)=[N:6]2.Cl. Product: [Cl:1][C:2]1[CH:3]=[CH:4][N:5]2[C:10]=1[C:9](=[O:11])[N:8]([C:12]1[CH:13]=[CH:14][CH:15]=[CH:16][CH:17]=1)[C:7]([C@H:18]1[N:22]([C:23]3[N:31]=[CH:30][N:29]=[C:28]4[C:24]=3[N:25]=[CH:26][NH:27]4)[CH2:21][C@H:20]([C:38]#[N:39])[CH2:19]1)=[N:6]2. The catalyst class is: 5. (4) Reactant: [N+:1]([C:4]1[CH:5]=[C:6](CC#N)[CH:7]=[CH:8][CH:9]=1)([O-:3])=[O:2].S(=O)(=O)(O)O.[C:18]([OH:21])(=[O:20])[CH3:19]. Product: [N+:1]([C:4]1[CH:9]=[C:8]([CH2:19][C:18]([OH:21])=[O:20])[CH:7]=[CH:6][CH:5]=1)([O-:3])=[O:2]. The catalyst class is: 6. (5) Reactant: [Br:1][C:2]1[CH:7]=[CH:6][C:5]([OH:8])=[C:4]([F:9])[CH:3]=1.[CH3:10][O:11][C:12](=[O:21])[C:13]1[CH:18]=[CH:17][CH:16]=[C:15]([CH2:19]Br)[CH:14]=1.C(=O)([O-])[O-].[K+].[K+].CN(C=O)C. Product: [CH3:10][O:11][C:12](=[O:21])[C:13]1[CH:18]=[CH:17][CH:16]=[C:15]([CH2:19][O:8][C:5]2[CH:6]=[CH:7][C:2]([Br:1])=[CH:3][C:4]=2[F:9])[CH:14]=1. The catalyst class is: 6. (6) Reactant: P(Br)(Br)[Br:2].[CH3:5][C:6]1[CH:15]=[CH:14][C:13]2[CH2:12][CH2:11][CH2:10][CH:9](O)[C:8]=2[N:7]=1.[OH-].[Na+]. Product: [Br:2][CH:9]1[C:8]2[N:7]=[C:6]([CH3:5])[CH:15]=[CH:14][C:13]=2[CH2:12][CH2:11][CH2:10]1. The catalyst class is: 11. (7) Product: [C:20]([NH:1][CH2:2][CH2:3][C:4]1[CH:19]=[CH:18][C:7]([O:8][C:9]2[CH:17]=[CH:16][C:12]([C:13]([NH2:15])=[O:14])=[CH:11][N:10]=2)=[CH:6][CH:5]=1)(=[O:27])[C:21]1[CH:26]=[CH:25][CH:24]=[CH:23][CH:22]=1. The catalyst class is: 118. Reactant: [NH2:1][CH2:2][CH2:3][C:4]1[CH:19]=[CH:18][C:7]([O:8][C:9]2[CH:17]=[CH:16][C:12]([C:13]([NH2:15])=[O:14])=[CH:11][N:10]=2)=[CH:6][CH:5]=1.[C:20](Cl)(=[O:27])[C:21]1[CH:26]=[CH:25][CH:24]=[CH:23][CH:22]=1.CCN(CC)CC. (8) Product: [CH2:1]([O:3][C:4](=[O:18])[CH:5]([O:15][CH2:16][CH3:17])[CH2:6][C:7]1[CH:12]=[CH:11][C:10]([O:13][CH2:37][CH2:36][C:21]2[N:22]=[C:23]([C:25]3[CH:30]=[CH:29][C:28]([O:31][C:32]([F:35])([F:33])[F:34])=[CH:27][CH:26]=3)[S:24][C:20]=2[CH3:19])=[C:9]([F:14])[CH:8]=1)[CH3:2]. Reactant: [CH2:1]([O:3][C:4](=[O:18])[CH:5]([O:15][CH2:16][CH3:17])[CH2:6][C:7]1[CH:12]=[CH:11][C:10]([OH:13])=[C:9]([F:14])[CH:8]=1)[CH3:2].[CH3:19][C:20]1[S:24][C:23]([C:25]2[CH:30]=[CH:29][C:28]([O:31][C:32]([F:35])([F:34])[F:33])=[CH:27][CH:26]=2)=[N:22][C:21]=1[CH2:36][CH2:37]O.COC(=O)CC(=O)C(Br)C.FC(F)(F)OC1C=CC(C(N)=S)=CC=1.C1(P(C2C=CC=CC=2)C2C=CC=CC=2)C=CC=CC=1.N(C(OCC)=O)=NC(OCC)=O. The catalyst class is: 7.